Dataset: Reaction yield outcomes from USPTO patents with 853,638 reactions. Task: Predict the reaction yield, written as a fraction of the theoretical maximum amount of product (1.0 means a 100% yield; for example, 0.34 means a 34% yield). (1) The reactants are Cl.[CH2:2]([O:9][C:10](=[O:16])[C@H:11]1[CH2:15][CH2:14][CH2:13][NH:12]1)[C:3]1[CH:8]=[CH:7][CH:6]=[CH:5][CH:4]=1.[C:17]([CH2:20][C:21]1[C:30]2[C:25](=[CH:26][CH:27]=[CH:28][CH:29]=2)[C:24]([CH2:31][C:32]([OH:34])=O)=[CH:23][CH:22]=1)([OH:19])=O. The catalyst is CCOC(C)=O. The product is [CH2:2]([O:9][C:10]([C@H:11]1[CH2:15][CH2:14][CH2:13][N:12]1[C:17](=[O:19])[CH2:20][C:21]1[C:30]2[C:25](=[CH:26][CH:27]=[CH:28][CH:29]=2)[C:24]([CH2:31][C:32]([N:12]2[CH2:13][CH2:14][CH2:15][C@@H:11]2[C:10]([O:9][CH2:2][C:3]2[CH:8]=[CH:7][CH:6]=[CH:5][CH:4]=2)=[O:16])=[O:34])=[CH:23][CH:22]=1)=[O:16])[C:3]1[CH:4]=[CH:5][CH:6]=[CH:7][CH:8]=1. The yield is 0.750. (2) The product is [Cl:15][C:16]1[C:23]([CH3:24])=[C:22]([NH:1][C@H:2]([C@H:3]([OH:4])[CH3:5])[C:6]([OH:8])=[O:7])[CH:21]=[CH:20][C:17]=1[C:18]#[N:19]. The yield is 0.480. The reactants are [NH2:1][C@@H:2]([C:6]([OH:8])=[O:7])[C@@H:3]([CH3:5])[OH:4].C(=O)([O-])[O-].[K+].[K+].[Cl:15][C:16]1[C:23]([CH3:24])=[C:22](F)[CH:21]=[CH:20][C:17]=1[C:18]#[N:19].C(O)(=O)CC(CC(O)=O)(C(O)=O)O.O.C(O)(=O)CC(CC(O)=O)(C(O)=O)O. The catalyst is CS(C)=O. (3) The reactants are [NH2:1][C@H:2]([CH:7]1[CH2:12][CH2:11][N:10]([C:13]2[N:18]=[C:17]([C:19]3[CH:28]=[CH:27][C:26]4[C:21](=[CH:22][CH:23]=[CH:24][CH:25]=4)[CH:20]=3)[CH:16]=[CH:15][N:14]=2)[CH2:9][CH2:8]1)[C:3](OC)=[O:4].[Li+].[BH4-]. The catalyst is C1COCC1.C(#N)C.CO.O. The product is [NH2:1][C@H:2]([CH:7]1[CH2:12][CH2:11][N:10]([C:13]2[N:18]=[C:17]([C:19]3[CH:28]=[CH:27][C:26]4[C:21](=[CH:22][CH:23]=[CH:24][CH:25]=4)[CH:20]=3)[CH:16]=[CH:15][N:14]=2)[CH2:9][CH2:8]1)[CH2:3][OH:4]. The yield is 0.505. (4) The reactants are [CH:1]1[CH:2]=[CH:3][C:4]([C@H:7]2[O:17][C:16]3[CH:15]=[C:14]([OH:18])[CH:13]=[C:12]([OH:19])[C:11]=3[C:9](=[O:10])[CH2:8]2)=[CH:5][CH:6]=1.Cl.O.CO. The catalyst is CN(C=O)C.[Pd]. The product is [CH2:8]1[C:9](=[O:10])[C:11]2[C:16](=[CH:15][C:14]([OH:18])=[CH:13][C:12]=2[OH:19])[O:17][CH:7]1[C:4]1[CH:3]=[CH:2][CH:1]=[CH:6][CH:5]=1. The yield is 0.920. (5) The reactants are [Li]CCCC.CCCCCC.[CH3:12][C:13]1([CH3:28])[C:24]2[C:16](=[CH:17][C:18]3[CH2:19][C:20]([CH3:25])=[CH:21][C:22]=3[CH:23]=2)[C:15]([CH3:27])([CH3:26])[CH2:14]1.[Si:29]([CH3:33])([CH3:32])(Cl)[Cl:30]. The catalyst is CCOCC. The product is [Cl:30][Si:29]([CH:21]1[C:20]([CH3:25])=[CH:19][C:18]2[CH:17]=[C:16]3[C:24]([C:13]([CH3:28])([CH3:12])[CH2:14][C:15]3([CH3:27])[CH3:26])=[CH:23][C:22]1=2)([CH3:33])[CH3:32]. The yield is 0.979. (6) The reactants are [NH2:1][C:2]1[CH:7]=[CH:6][C:5]([C:8]2[CH:13]=[CH:12][C:11]([C:14]([C@@H:16]3[CH2:18][C@H:17]3[C:19]([O:21][CH3:22])=[O:20])=[O:15])=[CH:10][CH:9]=2)=[CH:4][CH:3]=1.[F:23][C:24]1[CH:25]=[C:26]([CH2:31][C:32](O)=[O:33])[CH:27]=[CH:28][C:29]=1[F:30].CN(C1C=CC=CN=1)C.CCN=C=NCCCN(C)C. The catalyst is ClCCl.O. The product is [F:23][C:24]1[CH:25]=[C:26]([CH2:31][C:32]([NH:1][C:2]2[CH:3]=[CH:4][C:5]([C:8]3[CH:13]=[CH:12][C:11]([C:14]([C@@H:16]4[CH2:18][C@H:17]4[C:19]([O:21][CH3:22])=[O:20])=[O:15])=[CH:10][CH:9]=3)=[CH:6][CH:7]=2)=[O:33])[CH:27]=[CH:28][C:29]=1[F:30]. The yield is 0.440. (7) The reactants are [Br:1][C:2]1[CH:6]=[CH:5][S:4][C:3]=1[C:7]([NH:9][C:10]1[CH:15]=[CH:14][C:13]([O:16][Si:17]([C:20]([CH3:23])([CH3:22])[CH3:21])([CH3:19])[CH3:18])=[CH:12][CH:11]=1)=[O:8].[C:24](O[C:24]([O:26][C:27]([CH3:30])([CH3:29])[CH3:28])=[O:25])([O:26][C:27]([CH3:30])([CH3:29])[CH3:28])=[O:25]. No catalyst specified. The product is [Br:1][C:2]1[CH:6]=[CH:5][S:4][C:3]=1[C:7]([N:9]([C:10]1[CH:15]=[CH:14][C:13]([O:16][Si:17]([C:20]([CH3:23])([CH3:22])[CH3:21])([CH3:18])[CH3:19])=[CH:12][CH:11]=1)[C:24](=[O:25])[O:26][C:27]([CH3:30])([CH3:29])[CH3:28])=[O:8]. The yield is 0.280.